Task: Predict the reactants needed to synthesize the given product.. Dataset: Full USPTO retrosynthesis dataset with 1.9M reactions from patents (1976-2016) (1) The reactants are: [Cl:1][C:2]1[CH:7]=[C:6]([Cl:8])[CH:5]=[C:4]([Cl:9])[C:3]=1[CH2:10][CH2:11][CH2:12][C:13](=O)[CH3:14].C([O-])(=O)C.[NH4+].C([BH3-])#[N:22].[Na+]. Given the product [CH3:14][CH:13]([NH2:22])[CH2:12][CH2:11][CH2:10][C:3]1[C:2]([Cl:1])=[CH:7][C:6]([Cl:8])=[CH:5][C:4]=1[Cl:9], predict the reactants needed to synthesize it. (2) Given the product [CH3:1][O:2][C:3]1[N:8]=[C:7]([N:9]2[CH2:14][CH2:13][N:12]([CH3:15])[CH2:11][CH2:10]2)[C:6]([NH2:16])=[CH:5][CH:4]=1, predict the reactants needed to synthesize it. The reactants are: [CH3:1][O:2][C:3]1[N:8]=[C:7]([N:9]2[CH2:14][CH2:13][N:12]([CH3:15])[CH2:11][CH2:10]2)[C:6]([N+:16]([O-])=O)=[CH:5][CH:4]=1.C1CCCCC=1. (3) Given the product [F:27][C:2]([F:1])([F:28])[C:3]1[CH:4]=[C:5]([C:13]2[N:17]=[CH:16][N:15](/[CH:18]=[C:19](/[Br:26])\[C:20]([OH:22])=[O:21])[N:14]=2)[CH:6]=[C:7]([C:9]([F:10])([F:11])[F:12])[CH:8]=1, predict the reactants needed to synthesize it. The reactants are: [F:1][C:2]([F:28])([F:27])[C:3]1[CH:4]=[C:5]([C:13]2[N:17]=[CH:16][N:15](/[CH:18]=[C:19](/[Br:26])\[C:20]([O:22]C(C)C)=[O:21])[N:14]=2)[CH:6]=[C:7]([C:9]([F:12])([F:11])[F:10])[CH:8]=1.[OH-].[Li+].Cl. (4) Given the product [NH2:1][C:2]1[CH:7]=[C:6]([C:8]2[CH:13]=[C:12]([Cl:14])[CH:11]=[CH:10][C:9]=2[O:15][C:18]2[C:17]([Cl:16])=[CH:22][C:21]([S:23]([NH:26][C:27]3[S:28][CH:29]=[N:30][N:31]=3)(=[O:24])=[O:25])=[C:20]([F:43])[CH:19]=2)[CH:5]=[CH:4][N:3]=1, predict the reactants needed to synthesize it. The reactants are: [NH2:1][C:2]1[CH:7]=[C:6]([C:8]2[CH:13]=[C:12]([Cl:14])[CH:11]=[CH:10][C:9]=2[OH:15])[CH:5]=[CH:4][N:3]=1.[Cl:16][C:17]1[C:18](F)=[CH:19][C:20]([F:43])=[C:21]([S:23]([N:26](CC2C=CC(OC)=CC=2OC)[C:27]2[S:28][CH:29]=[N:30][N:31]=2)(=[O:25])=[O:24])[CH:22]=1.